This data is from Reaction yield outcomes from USPTO patents with 853,638 reactions. The task is: Predict the reaction yield, written as a fraction of the theoretical maximum amount of product (1.0 means a 100% yield; for example, 0.34 means a 34% yield). (1) The reactants are [CH:1]([C:3]1[CH:18]=[CH:17][C:6]([O:7][C:8]2[CH:16]=[CH:15][C:11]([C:12]([NH2:14])=[O:13])=[CH:10][N:9]=2)=[C:5]([O:19][CH3:20])[CH:4]=1)=O.[CH2:21]([O:23][CH2:24][CH2:25][CH2:26][NH2:27])[CH3:22].[BH4-].[Na+].[CH3:30][S:31]([OH:34])(=[O:33])=[O:32]. The catalyst is CO.ClCCl. The product is [CH3:30][S:31]([OH:34])(=[O:33])=[O:32].[CH2:21]([O:23][CH2:24][CH2:25][CH2:26][NH:27][CH2:1][C:3]1[CH:18]=[CH:17][C:6]([O:7][C:8]2[CH:16]=[CH:15][C:11]([C:12]([NH2:14])=[O:13])=[CH:10][N:9]=2)=[C:5]([O:19][CH3:20])[CH:4]=1)[CH3:22]. The yield is 0.820. (2) The reactants are [K].[C:2]1(=[O:12])[NH:6][C:5](=[O:7])[C:4]2=[CH:8][CH:9]=[CH:10][CH:11]=[C:3]12. The catalyst is CN(C)C=O. The product is [C:2]1(=[O:12])[NH:6][C:5](=[O:7])[C:4]2=[CH:8][CH:9]=[CH:10][CH:11]=[C:3]12. The yield is 0.376. (3) The reactants are Br[C:2]1[C:10]2[O:9][CH2:8][C@@H:7]([N:11]([C:26](=[O:31])[C:27]([F:30])([F:29])[F:28])[C:12]3[CH:25]=[CH:24][C:15]4[C@H:16]([CH2:19][C:20]([O:22][CH3:23])=[O:21])[CH2:17][O:18][C:14]=4[CH:13]=3)[C:6]=2[CH:5]=[CH:4][CH:3]=1.[CH3:32][O:33][C:34]1[CH:35]=[CH:36][C:37]([N+:41]([O-:43])=[O:42])=[C:38]([CH:40]=1)[NH2:39].P([O-])([O-])([O-])=O.[K+].[K+].[K+]. The catalyst is C1(C)C=CC=CC=1.C1C=CC(/C=C/C(/C=C/C2C=CC=CC=2)=O)=CC=1.C1C=CC(/C=C/C(/C=C/C2C=CC=CC=2)=O)=CC=1.C1C=CC(/C=C/C(/C=C/C2C=CC=CC=2)=O)=CC=1.[Pd].[Pd].C1(P(C2CCCCC2)C2C=CC=CC=2C2C(C(C)C)=CC(C(C)C)=CC=2C(C)C)CCCCC1. The product is [CH3:32][O:33][C:34]1[CH:35]=[CH:36][C:37]([N+:41]([O-:43])=[O:42])=[C:38]([NH:39][C:2]2[C:10]3[O:9][CH2:8][C@@H:7]([N:11]([C:26](=[O:31])[C:27]([F:30])([F:29])[F:28])[C:12]4[CH:25]=[CH:24][C:15]5[C@H:16]([CH2:19][C:20]([O:22][CH3:23])=[O:21])[CH2:17][O:18][C:14]=5[CH:13]=4)[C:6]=3[CH:5]=[CH:4][CH:3]=2)[CH:40]=1. The yield is 1.00. (4) The reactants are C1(C(C2C=CC=CC=2)([C@@H]2CCCN2)O)C=CC=CC=1.[CH3:20][O:21][C:22](=[O:34])[CH2:23][C:24](=[O:33])[CH2:25][CH2:26][C:27]1[CH:32]=[CH:31][CH:30]=[CH:29][CH:28]=1. The catalyst is C1COCC1. The product is [CH3:20][O:21][C:22](=[O:34])[CH2:23][CH:24]([OH:33])[CH2:25][CH2:26][C:27]1[CH:32]=[CH:31][CH:30]=[CH:29][CH:28]=1. The yield is 0.510.